From a dataset of Forward reaction prediction with 1.9M reactions from USPTO patents (1976-2016). Predict the product of the given reaction. (1) Given the reactants [N+:1]([C:4]1[CH:5]=[C:6]([CH:22]=[CH:23][C:24]=1[N+:25]([O-])=O)[NH:7][C:8](=[O:21])[C:9]1[CH:14]=[CH:13][C:12]([N:15]2[CH2:20][CH2:19][O:18][CH2:17][CH2:16]2)=[CH:11][CH:10]=1)([O-])=O.[O:28]1[CH2:33][CH2:32][N:31]([C:34]2[S:38][C:37]([CH:39]=O)=[CH:36][CH:35]=2)[CH2:30][CH2:29]1, predict the reaction product. The product is: [O:28]1[CH2:33][CH2:32][N:31]([C:34]2[S:38][C:37]([C:39]3[NH:25][C:24]4[CH:23]=[CH:22][C:6]([NH:7][C:8](=[O:21])[C:9]5[CH:14]=[CH:13][C:12]([N:15]6[CH2:20][CH2:19][O:18][CH2:17][CH2:16]6)=[CH:11][CH:10]=5)=[CH:5][C:4]=4[N:1]=3)=[CH:36][CH:35]=2)[CH2:30][CH2:29]1. (2) Given the reactants [C:1]1([C:7]2[O:23][C:10]3[N:11]=[CH:12][N:13]=[C:14]([NH:15][C@@H:16]4[CH2:21][CH2:20][CH2:19][C@H:18]([OH:22])[CH2:17]4)[C:9]=3[CH:8]=2)[CH:6]=[CH:5][CH:4]=[CH:3][CH:2]=1.[OH-].[Na+].[C:26]([O:30][C:31](=[O:34])[CH2:32]Br)([CH3:29])([CH3:28])[CH3:27].O, predict the reaction product. The product is: [C:26]([O:30][C:31](=[O:34])[CH2:32][O:22][C@H:18]1[CH2:19][CH2:20][CH2:21][C@@H:16]([NH:15][C:14]2[C:9]3[CH:8]=[C:7]([C:1]4[CH:2]=[CH:3][CH:4]=[CH:5][CH:6]=4)[O:23][C:10]=3[N:11]=[CH:12][N:13]=2)[CH2:17]1)([CH3:29])([CH3:28])[CH3:27]. (3) Given the reactants [F:1][CH:2]([F:5])[CH2:3][NH2:4].C1N=CN([C:11](N2C=NC=C2)=[O:12])C=1.[CH2:18]([C@@H:20]1[CH2:24][NH:23][CH2:22][C@@H:21]1[C:25]1[N:29]2[C:30]3[CH:36]=[CH:35][N:34]([S:37]([C:40]4[CH:46]=[CH:45][C:43]([CH3:44])=[CH:42][CH:41]=4)(=[O:39])=[O:38])[C:31]=3[N:32]=[CH:33][C:28]2=[N:27][CH:26]=1)[CH3:19], predict the reaction product. The product is: [F:1][CH:2]([F:5])[CH2:3][NH:4][C:11]([N:23]1[CH2:22][C@H:21]([C:25]2[N:29]3[C:30]4[CH:36]=[CH:35][N:34]([S:37]([C:40]5[CH:41]=[CH:42][C:43]([CH3:44])=[CH:45][CH:46]=5)(=[O:38])=[O:39])[C:31]=4[N:32]=[CH:33][C:28]3=[N:27][CH:26]=2)[C@H:20]([CH2:18][CH3:19])[CH2:24]1)=[O:12]. (4) The product is: [Cl:23][C:5]1[C:6]([C:8]2[C:9](=[O:22])[N:10]([CH2:20][CH3:21])[C:11]3[C:16]([CH:17]=2)=[CH:15][N:14]=[C:13]([NH:18][CH3:19])[CH:12]=3)=[CH:7][C:2]([NH:1][C:31](=[O:32])[O:33][C:34]([CH3:36])=[CH2:35])=[C:3]([F:24])[CH:4]=1. Given the reactants [NH2:1][C:2]1[C:3]([F:24])=[CH:4][C:5]([Cl:23])=[C:6]([C:8]2[C:9](=[O:22])[N:10]([CH2:20][CH3:21])[C:11]3[C:16]([CH:17]=2)=[CH:15][N:14]=[C:13]([NH:18][CH3:19])[CH:12]=3)[CH:7]=1.C([O-])(O)=O.[Na+].Cl[C:31]([O:33][C:34]([CH3:36])=[CH2:35])=[O:32], predict the reaction product. (5) Given the reactants [NH2:1][C:2]1[CH:7]=[C:6]([O:8][CH3:9])[CH:5]=[CH:4][C:3]=1[NH:10][CH2:11][C:12]1[CH:13]=[C:14]([CH:19]=[CH:20][CH:21]=1)[C:15]([O:17][CH3:18])=[O:16].[CH:22](O)=O, predict the reaction product. The product is: [CH3:9][O:8][C:6]1[CH:5]=[CH:4][C:3]2[N:10]([CH2:11][C:12]3[CH:13]=[C:14]([CH:19]=[CH:20][CH:21]=3)[C:15]([O:17][CH3:18])=[O:16])[CH:22]=[N:1][C:2]=2[CH:7]=1.